From a dataset of Forward reaction prediction with 1.9M reactions from USPTO patents (1976-2016). Predict the product of the given reaction. Given the reactants [O:1]1[CH2:6][CH2:5][N:4]([CH2:7][CH2:8][O:9]/[N:10]=[C:11]2\[NH:12][C@@H:13]([C:23]3[CH:28]=[CH:27][C:26]([F:29])=[CH:25][C:24]=3Br)[CH2:14][C:15]3[N:16]=[C:17]([NH2:22])[N:18]=[C:19]([CH3:21])[C:20]\2=3)[CH2:3][CH2:2]1.B1([C:45]2[CH:50]=[CH:49][CH:48]=[C:47]([O:51][CH3:52])[N:46]=2)OCCN(C2C=CC=CC=2)CCO1.C([O-])([O-])=O.[Na+].[Na+], predict the reaction product. The product is: [O:1]1[CH2:6][CH2:5][N:4]([CH2:7][CH2:8][O:9]/[N:10]=[C:11]2\[NH:12][C@@H:13]([C:23]3[CH:28]=[CH:27][C:26]([F:29])=[CH:25][C:24]=3[C:45]3[CH:50]=[CH:49][CH:48]=[C:47]([O:51][CH3:52])[N:46]=3)[CH2:14][C:15]3[N:16]=[C:17]([NH2:22])[N:18]=[C:19]([CH3:21])[C:20]\2=3)[CH2:3][CH2:2]1.